This data is from Reaction yield outcomes from USPTO patents with 853,638 reactions. The task is: Predict the reaction yield, written as a fraction of the theoretical maximum amount of product (1.0 means a 100% yield; for example, 0.34 means a 34% yield). (1) The reactants are Cl[C:2]1[N:7]=[CH:6][C:5]([C:8]([O:10][CH2:11][CH3:12])=[O:9])=[CH:4][CH:3]=1.[NH:13]1[CH:17]=[C:16](B(O)O)[CH:15]=[N:14]1.C(=O)([O-])[O-].[Na+].[Na+]. The catalyst is [Br-].C([N+](CCCC)(CCCC)CCCC)CCC.O.C1(C)C=CC=CC=1.C(O)C.C(OCC)(=O)C. The product is [NH:13]1[CH:17]=[C:16]([C:2]2[N:7]=[CH:6][C:5]([C:8]([O:10][CH2:11][CH3:12])=[O:9])=[CH:4][CH:3]=2)[CH:15]=[N:14]1. The yield is 0.510. (2) The yield is 0.520. The reactants are [F:1][C:2]1[CH:3]=[C:4]([C@H:10]2[CH2:14][CH2:13][CH2:12][N:11]2[C:15]2[CH:20]=[CH:19][N:18]3[N:21]=[CH:22][C:23]([C:24](O)=[O:25])=[C:17]3[N:16]=2)[C:5]([O:8][CH3:9])=[N:6][CH:7]=1.Cl.[Cl:28][CH2:29][CH2:30][CH2:31][NH:32][CH3:33].CN1CCOCC1.CN(C(ON1N=NC2C=CC=NC1=2)=[N+](C)C)C.F[P-](F)(F)(F)(F)F. The product is [Cl:28][CH2:29][CH2:30][CH2:31][N:32]([CH3:33])[C:24]([C:23]1[CH:22]=[N:21][N:18]2[CH:19]=[CH:20][C:15]([N:11]3[CH2:12][CH2:13][CH2:14][C@@H:10]3[C:4]3[C:5]([O:8][CH3:9])=[N:6][CH:7]=[C:2]([F:1])[CH:3]=3)=[N:16][C:17]=12)=[O:25]. The catalyst is CN(C=O)C.O. (3) The yield is 0.790. The catalyst is CO.O1CCOCC1. The reactants are C(OC([NH:8][C:9]([CH3:36])([CH3:35])[C@H:10]([NH:15][C:16]([C:18]1[CH:27]=[CH:26][C:25]2[C:20](=[CH:21][CH:22]=[C:23]([C:28]#[C:29][C@@H:30]3[CH2:32][C@H:31]3[CH2:33][OH:34])[CH:24]=2)[CH:19]=1)=[O:17])[C:11]([O:13][CH3:14])=[O:12])=O)(C)(C)C.Cl. The product is [NH2:8][C:9]([CH3:36])([CH3:35])[C@H:10]([NH:15][C:16]([C:18]1[CH:27]=[CH:26][C:25]2[C:20](=[CH:21][CH:22]=[C:23]([C:28]#[C:29][C@@H:30]3[CH2:32][C@H:31]3[CH2:33][OH:34])[CH:24]=2)[CH:19]=1)=[O:17])[C:11]([O:13][CH3:14])=[O:12]. (4) The reactants are [NH2:1][C:2]1[CH:3]=[C:4]2[C:8](=[CH:9][CH:10]=1)[NH:7][CH:6]=[C:5]2[CH:11]1[CH2:16][CH2:15][CH:14]([N:17]([CH2:25][CH3:26])[C:18](=[O:24])[O:19][C:20]([CH3:23])([CH3:22])[CH3:21])[CH2:13][CH2:12]1.I.CS[C:30]([C:32]1[S:33][CH:34]=[CH:35][CH:36]=1)=[NH:31]. The catalyst is C(O)C. The product is [CH2:25]([N:17]([CH:14]1[CH2:13][CH2:12][CH:11]([C:5]2[C:4]3[C:8](=[CH:9][CH:10]=[C:2]([NH:1][C:30]([C:32]4[S:33][CH:34]=[CH:35][CH:36]=4)=[NH:31])[CH:3]=3)[NH:7][CH:6]=2)[CH2:16][CH2:15]1)[C:18](=[O:24])[O:19][C:20]([CH3:21])([CH3:22])[CH3:23])[CH3:26]. The yield is 0.600. (5) The reactants are [Br:1][C:2]1[CH:3]=[CH:4][C:5]2[CH2:12][NH:11][CH2:10][CH2:9][CH2:8][O:7][C:6]=2[CH:13]=1.C(N(CC)CC)C.[C:22]([O:24][C:25]([CH3:28])([CH3:27])[CH3:26])(=[O:23])[C:22]([O:24][C:25]([CH3:28])([CH3:27])[CH3:26])=[O:23]. The catalyst is ClCCl. The product is [Br:1][C:2]1[CH:3]=[CH:4][C:5]2[CH2:12][N:11]([C:22]([O:24][C:25]([CH3:28])([CH3:27])[CH3:26])=[O:23])[CH2:10][CH2:9][CH2:8][O:7][C:6]=2[CH:13]=1. The yield is 0.660. (6) The reactants are C[O:2][C:3]([C:5]1[S:6][C:7]([C:27]2[CH:32]=[CH:31][CH:30]=[CH:29][CH:28]=2)=[CH:8][C:9]=1[N:10]([C:18]([CH:20]1[CH2:25][CH2:24][CH:23]([CH3:26])[CH2:22][CH2:21]1)=[O:19])[CH:11]1[CH2:16][CH2:15][C:14](=[O:17])[CH2:13][CH2:12]1)=[O:4].O.[Li+].[OH-]. The catalyst is O1CCOCC1. The product is [CH3:26][CH:23]1[CH2:22][CH2:21][CH:20]([C:18]([N:10]([CH:11]2[CH2:12][CH2:13][C:14](=[O:17])[CH2:15][CH2:16]2)[C:9]2[CH:8]=[C:7]([C:27]3[CH:28]=[CH:29][CH:30]=[CH:31][CH:32]=3)[S:6][C:5]=2[C:3]([OH:4])=[O:2])=[O:19])[CH2:25][CH2:24]1. The yield is 0.520. (7) The reactants are [Cl-].O[NH3+:3].[C:4](=[O:7])([O-])[OH:5].[Na+].CS(C)=O.[CH2:13]([C:17]1[N:18]=[C:19]([CH3:44])[N:20]([C:39]2[CH:43]=[CH:42][S:41][CH:40]=2)[C:21](=[O:38])[C:22]=1[CH2:23][C:24]1[CH:29]=[CH:28][C:27]([C:30]2[C:31]([C:36]#[N:37])=[CH:32][CH:33]=[CH:34][CH:35]=2)=[CH:26][CH:25]=1)[CH2:14][CH2:15][CH3:16]. The catalyst is O.C(OCC)(=O)C. The product is [CH2:13]([C:17]1[N:18]=[C:19]([CH3:44])[N:20]([C:39]2[CH:43]=[CH:42][S:41][CH:40]=2)[C:21](=[O:38])[C:22]=1[CH2:23][C:24]1[CH:25]=[CH:26][C:27]([C:30]2[CH:35]=[CH:34][CH:33]=[CH:32][C:31]=2[C:36]2[NH:3][C:4](=[O:7])[O:5][N:37]=2)=[CH:28][CH:29]=1)[CH2:14][CH2:15][CH3:16]. The yield is 0.550.